This data is from Full USPTO retrosynthesis dataset with 1.9M reactions from patents (1976-2016). The task is: Predict the reactants needed to synthesize the given product. (1) Given the product [CH3:6][O:5][C:3](=[O:4])[C@@H:2]([NH:1][C:31]([NH:30][C:20]12[CH2:29][CH:24]3[CH2:23][CH:22]([CH2:28][CH:26]([CH2:25]3)[CH2:27]1)[CH2:21]2)=[O:32])[C:7]([CH3:10])([CH3:9])[CH3:8], predict the reactants needed to synthesize it. The reactants are: [NH2:1][C@@H:2]([C:7]([CH3:10])([CH3:9])[CH3:8])[C:3]([O:5][CH3:6])=[O:4].CCN(C(C)C)C(C)C.[C:20]12([N:30]=[C:31]=[O:32])[CH2:29][CH:24]3[CH2:25][CH:26]([CH2:28][CH:22]([CH2:23]3)[CH2:21]1)[CH2:27]2. (2) Given the product [ClH:1].[OH:16][C:15]1[C:10]2[CH2:9][CH2:8][CH2:7][C:6]3[CH:33]=[C:2]([NH:34][CH:35]4[CH2:40][CH2:39][NH:38][CH2:37][CH2:36]4)[CH:3]=[CH:4][C:5]=3[C:11]=2[NH:12][C:13](=[O:21])[C:14]=1[C:17]([OH:19])=[O:18], predict the reactants needed to synthesize it. The reactants are: [Cl:1][C:2]1[CH:3]=[CH:4][C:5]2[C:11]3[N:12](CC4C=CC(OC)=CC=4OC)[C:13](=[O:21])[C:14]([C:17]([O:19]C)=[O:18])=[C:15]([OH:16])[C:10]=3[CH2:9][CH2:8][CH2:7][C:6]=2[CH:33]=1.[NH2:34][CH:35]1[CH2:40][CH2:39][N:38](C(OC(C)(C)C)=O)[CH2:37][CH2:36]1. (3) Given the product [F:17][C:18]1[CH:19]=[CH:20][C:21]([CH2:24][O:25][C:26]2[CH:31]=[N:30][NH:29][C:28](=[O:38])[CH:27]=2)=[N:22][CH:23]=1, predict the reactants needed to synthesize it. The reactants are: ClC1C=CC(COC2C=NNC(=O)C=2)=NC=1.[F:17][C:18]1[CH:19]=[CH:20][C:21]([CH2:24][O:25][C:26]2[CH:31]=[N:30][N:29](C3CCCCO3)[C:28](=[O:38])[CH:27]=2)=[N:22][CH:23]=1. (4) Given the product [F:1][C:2]1[C:3]([N:17]=[CH:20][N:21]([CH3:23])[CH3:22])=[N:4][C:5]([O:8][CH2:9][C:10]2[CH:11]=[CH:12][C:13]([F:16])=[CH:14][CH:15]=2)=[N:6][CH:7]=1, predict the reactants needed to synthesize it. The reactants are: [F:1][C:2]1[C:3]([NH2:17])=[N:4][C:5]([O:8][CH2:9][C:10]2[CH:15]=[CH:14][C:13]([F:16])=[CH:12][CH:11]=2)=[N:6][CH:7]=1.CO[CH:20](OC)[N:21]([CH3:23])[CH3:22]. (5) Given the product [Cl:2][C:3]1[S:18][C:6]2[C:7]3([CH2:13][CH2:14][N:15]([CH2:31][C:29]4[C:28]([C:33]([O:35][CH2:36][CH3:37])=[O:34])=[N:27][N:26]([C:21]5[C:20]([Cl:19])=[CH:25][CH:24]=[CH:23][N:22]=5)[CH:30]=4)[CH2:16][CH2:17]3)[O:8][CH2:9][C:10]([F:12])([F:11])[C:5]=2[CH:4]=1, predict the reactants needed to synthesize it. The reactants are: Cl.[Cl:2][C:3]1[S:18][C:6]2[C:7]3([CH2:17][CH2:16][NH:15][CH2:14][CH2:13]3)[O:8][CH2:9][C:10]([F:12])([F:11])[C:5]=2[CH:4]=1.[Cl:19][C:20]1[C:21]([N:26]2[CH:30]=[C:29]([CH:31]=O)[C:28]([C:33]([O:35][CH2:36][CH3:37])=[O:34])=[N:27]2)=[N:22][CH:23]=[CH:24][CH:25]=1.CN1CCOCC1.C(O[BH-](OC(=O)C)OC(=O)C)(=O)C.[Na+]. (6) Given the product [F:35][C:36]1([F:41])[CH2:40][CH2:39][N:38]([C:2]2[CH:34]=[CH:33][C:5]([CH2:6][N:7]3[C:11]4[CH:12]=[C:13]([O:16][CH2:17][C:18]5[CH:22]=[CH:21][N:20]([CH3:23])[N:19]=5)[CH:14]=[CH:15][C:10]=4[N:9]=[C:8]3[CH2:24][C:25]([CH2:31][CH3:32])([CH2:29][CH3:30])[C:26]([OH:28])=[O:27])=[CH:4][CH:3]=2)[CH2:37]1, predict the reactants needed to synthesize it. The reactants are: Br[C:2]1[CH:34]=[CH:33][C:5]([CH2:6][N:7]2[C:11]3[CH:12]=[C:13]([O:16][CH2:17][C:18]4[CH:22]=[CH:21][N:20]([CH3:23])[N:19]=4)[CH:14]=[CH:15][C:10]=3[N:9]=[C:8]2[CH2:24][C:25]([CH2:31][CH3:32])([CH2:29][CH3:30])[C:26]([OH:28])=[O:27])=[CH:4][CH:3]=1.[F:35][C:36]1([F:41])[CH2:40][CH2:39][NH:38][CH2:37]1.